This data is from Full USPTO retrosynthesis dataset with 1.9M reactions from patents (1976-2016). The task is: Predict the reactants needed to synthesize the given product. (1) The reactants are: [NH2:1][C:2]1[CH:7]=[C:6]([OH:8])[CH:5]=[CH:4][C:3]=1[S:9][C:10]1[CH:15]=[CH:14][C:13]([NH:16][C:17](=[O:19])[CH3:18])=[CH:12][CH:11]=1.[CH3:20][C:21]([CH2:23]Br)=[CH2:22].C(=O)([O-])[O-].[K+].[K+]. Given the product [NH2:1][C:2]1[CH:7]=[C:6]([O:8][CH2:22][C:21]([CH3:23])=[CH2:20])[CH:5]=[CH:4][C:3]=1[S:9][C:10]1[CH:15]=[CH:14][C:13]([NH:16][C:17](=[O:19])[CH3:18])=[CH:12][CH:11]=1, predict the reactants needed to synthesize it. (2) Given the product [CH:6]([O:20][C:21]1[CH:22]=[C:23]([CH:26]=[CH:27][CH:28]=1)[CH:24]=[O:25])([CH3:14])[CH3:7], predict the reactants needed to synthesize it. The reactants are: FC(F)(F)C(N[C@@H:6]1[C:14]2C(=CC=C(OC)C=2)C(=O)[CH2:7]1)=O.[OH:20][C:21]1[CH:22]=[C:23]([CH:26]=[CH:27][CH:28]=1)[CH:24]=[O:25].IC(C)C.C([O-])([O-])=O.[K+].[K+]. (3) Given the product [ClH:5].[C:40]([C:19]1[C:20]([NH:32][C:33]([C:35]2[O:36][CH:37]=[CH:38][CH:39]=2)=[O:34])=[N:21][C:22]([C:24]2[CH:29]=[CH:28][C:27]([F:30])=[CH:26][C:25]=2[OH:31])=[CH:23][C:18]=1[C:14]1[CH:15]=[CH:16][CH:17]=[C:12]([NH:11][C:9](=[O:10])[CH2:8][CH:7]([N:6]([CH2:52][CH3:53])[CH2:45][CH3:46])[CH2:42][CH2:43][CH3:44])[CH:13]=1)#[N:41], predict the reactants needed to synthesize it. The reactants are: C([BH3-])#N.[Na+].[ClH:5].[NH2:6][CH:7]([CH2:42][CH2:43][CH3:44])[CH2:8][C:9]([NH:11][C:12]1[CH:13]=[C:14]([C:18]2[CH:23]=[C:22]([C:24]3[CH:29]=[CH:28][C:27]([F:30])=[CH:26][C:25]=3[OH:31])[N:21]=[C:20]([NH:32][C:33]([C:35]3[O:36][CH:37]=[CH:38][CH:39]=3)=[O:34])[C:19]=2[C:40]#[N:41])[CH:15]=[CH:16][CH:17]=1)=[O:10].[CH2:45](N(CC)CC)[CH3:46].[C:52](O)(=O)[CH3:53]. (4) Given the product [CH3:11][O:9][C:8]([C:5]1[CH:4]=[CH:3][C:2]([O:1][CH2:23][C:24]([F:29])([F:28])[CH:25]([F:27])[F:26])=[CH:7][N:6]=1)=[O:10], predict the reactants needed to synthesize it. The reactants are: [OH:1][C:2]1[CH:3]=[CH:4][C:5]([C:8]([OH:10])=[O:9])=[N:6][CH:7]=1.[C:11](=O)([O-])[O-].[K+].[K+].FC(F)(F)S(O[CH2:23][C:24]([F:29])([F:28])[CH:25]([F:27])[F:26])(=O)=O. (5) Given the product [F:1][C:2]1[CH:7]=[C:6]([C:18]2[CH:23]=[C:22]([C:24]3[N:29]=[CH:28][CH:27]=[CH:26][N:25]=3)[C:21]([NH2:30])=[C:20]([N+:31]([O-:33])=[O:32])[CH:19]=2)[CH:5]=[N:4][CH:3]=1, predict the reactants needed to synthesize it. The reactants are: [F:1][C:2]1[CH:3]=[N:4][CH:5]=[C:6](B2OC(C)(C)C(C)(C)O2)[CH:7]=1.Br[C:18]1[CH:23]=[C:22]([C:24]2[N:29]=[CH:28][CH:27]=[CH:26][N:25]=2)[C:21]([NH2:30])=[C:20]([N+:31]([O-:33])=[O:32])[CH:19]=1.